From a dataset of Forward reaction prediction with 1.9M reactions from USPTO patents (1976-2016). Predict the product of the given reaction. (1) The product is: [NH2:1][C:2]1[CH:7]=[C:6]([C:8]2[CH:13]=[CH:12][C:11]([CH3:14])=[C:10]([CH3:15])[CH:9]=2)[N:5]=[C:4]([C:16]([OH:18])=[O:17])[C:3]=1[Cl:20]. Given the reactants [NH2:1][C:2]1[CH:7]=[C:6]([C:8]2[CH:13]=[CH:12][C:11]([CH3:14])=[C:10]([CH3:15])[CH:9]=2)[N:5]=[C:4]([C:16]([O:18]C)=[O:17])[C:3]=1[Cl:20], predict the reaction product. (2) Given the reactants [CH2:1]([O:3][C:4](=[O:17])/[CH:5]=[C:6](/[O:8][C:9]1[CH:14]=[C:13]([Cl:15])[CH:12]=[CH:11][C:10]=1[Cl:16])\[CH3:7])[CH3:2].[Br:18]N1C(=O)CCC1=O.C(OOC(=O)C1C=CC=CC=1)(=O)C1C=CC=CC=1, predict the reaction product. The product is: [CH2:1]([O:3][C:4](=[O:17])/[CH:5]=[C:6](/[O:8][C:9]1[CH:14]=[C:13]([Cl:15])[CH:12]=[CH:11][C:10]=1[Cl:16])\[CH2:7][Br:18])[CH3:2]. (3) Given the reactants [N:1]1([C:6]2[N:11]=[C:10]([NH:12][CH2:13][CH2:14][N:15]([CH3:19])[CH2:16][CH2:17][NH2:18])[CH:9]=[C:8]([N:20]3[CH2:24][CH2:23][CH2:22][CH2:21]3)[N:7]=2)[CH2:5][CH2:4][CH2:3][CH2:2]1.[CH3:25][O:26][C:27]1[CH:37]=[CH:36][C:30]([C:31]([N:33]=[C:34]=[S:35])=[O:32])=[CH:29][CH:28]=1, predict the reaction product. The product is: [N:1]1([C:6]2[N:11]=[C:10]([NH:12][CH2:13][CH2:14][N:15]([CH3:19])[CH2:16][CH2:17][NH:18][C:34]([NH:33][C:31](=[O:32])[C:30]3[CH:36]=[CH:37][C:27]([O:26][CH3:25])=[CH:28][CH:29]=3)=[S:35])[CH:9]=[C:8]([N:20]3[CH2:21][CH2:22][CH2:23][CH2:24]3)[N:7]=2)[CH2:5][CH2:4][CH2:3][CH2:2]1.